This data is from Forward reaction prediction with 1.9M reactions from USPTO patents (1976-2016). The task is: Predict the product of the given reaction. (1) Given the reactants [Li+].[OH-].[I:3][C:4]1[CH:9]=[C:8]([N+:10]([O-:12])=[O:11])[CH:7]=[CH:6][C:5]=1[N:13](S(C)(=O)=O)[S:14]([CH3:17])(=[O:16])=[O:15].[NH4+].[Cl-].Cl, predict the reaction product. The product is: [I:3][C:4]1[CH:9]=[C:8]([N+:10]([O-:12])=[O:11])[CH:7]=[CH:6][C:5]=1[NH:13][S:14]([CH3:17])(=[O:16])=[O:15]. (2) Given the reactants [CH3:1][S:2][CH:3]([C:6]1[CH:11]=[CH:10][CH:9]=[C:8]([N+:12]([O-])=O)[CH:7]=1)[CH2:4][CH3:5].[Sn], predict the reaction product. The product is: [CH3:1][S:2][CH:3]([C:6]1[CH:7]=[C:8]([CH:9]=[CH:10][CH:11]=1)[NH2:12])[CH2:4][CH3:5]. (3) Given the reactants [CH3:1][O:2][C:3](=[O:12])[C:4]1[CH:9]=[C:8]([NH2:10])[C:7]([NH2:11])=[N:6][CH:5]=1.C1(C)C=C(C)C=C(C)C=1S(O[NH2:25])(=O)=O.[CH3:27][C:28]1[S:32][C:31]([CH:33]=O)=[CH:30][CH:29]=1, predict the reaction product. The product is: [CH3:1][O:2][C:3]([C:4]1[CH:9]=[C:8]([NH2:10])[C:7]2[N:6]([N:25]=[C:33]([C:31]3[S:32][C:28]([CH3:27])=[CH:29][CH:30]=3)[N:11]=2)[CH:5]=1)=[O:12]. (4) Given the reactants [C:1]([O:5][C:6](=[O:33])[NH:7][C@H:8]1[CH2:13][CH2:12][C@@H:11]([NH:14][C:15]([C:17]2[C:18]([NH:24][C:25]3[CH:30]=[C:29]([CH3:31])[CH:28]=[C:27]([Br:32])[CH:26]=3)=[N:19][CH:20]=[C:21]([F:23])[CH:22]=2)=[O:16])[CH2:10][CH2:9]1)([CH3:4])([CH3:3])[CH3:2].[C:34](N1C=CN=C1)(N1C=CN=C1)=[O:35], predict the reaction product. The product is: [C:1]([O:5][C:6](=[O:33])[NH:7][C@H:8]1[CH2:13][CH2:12][C@@H:11]([N:14]2[C:15](=[O:16])[C:17]3[CH:22]=[C:21]([F:23])[CH:20]=[N:19][C:18]=3[N:24]([C:25]3[CH:30]=[C:29]([CH3:31])[CH:28]=[C:27]([Br:32])[CH:26]=3)[C:34]2=[O:35])[CH2:10][CH2:9]1)([CH3:4])([CH3:2])[CH3:3].